From a dataset of CYP3A4 inhibition data for predicting drug metabolism from PubChem BioAssay. Regression/Classification. Given a drug SMILES string, predict its absorption, distribution, metabolism, or excretion properties. Task type varies by dataset: regression for continuous measurements (e.g., permeability, clearance, half-life) or binary classification for categorical outcomes (e.g., BBB penetration, CYP inhibition). Dataset: cyp3a4_veith. (1) The molecule is c1cc2c(cc1C(N1CCNCC1)N1CCNCC1)OCO2. The result is 0 (non-inhibitor). (2) The compound is COc1cccc(CNC(=O)C2CCN(S(=O)(=O)N3CCCCC3)CC2)c1. The result is 1 (inhibitor). (3) The result is 0 (non-inhibitor). The molecule is Br.CC[C@H]1CN2CC[C@@H]1C[C@H]2[C@@H](O)c1ccnc2ccc(OC)cc12.O. (4) The drug is O=[N+]([O-])c1cc(O)c(O)c([N+](=O)[O-])c1. The result is 0 (non-inhibitor). (5) The molecule is COc1ccc(C(=O)N2CCC[C@@]3(CCN(c4ccncc4)C3)C2)cc1. The result is 1 (inhibitor).